From a dataset of Full USPTO retrosynthesis dataset with 1.9M reactions from patents (1976-2016). Predict the reactants needed to synthesize the given product. Given the product [Cl:7][C:8]1[CH:15]=[CH:14][CH:13]=[C:12]([F:16])[C:9]=1[CH:10]=[CH2:1], predict the reactants needed to synthesize it. The reactants are: [CH3:1]C(C)([O-])C.[K+].[Cl:7][C:8]1[CH:15]=[CH:14][CH:13]=[C:12]([F:16])[C:9]=1[CH:10]=O.